The task is: Predict the reactants needed to synthesize the given product.. This data is from Full USPTO retrosynthesis dataset with 1.9M reactions from patents (1976-2016). Given the product [Cl:1][C:2]1[C:11]([C:12]2[N:16]([CH3:17])[N:15]=[CH:14][CH:13]=2)=[CH:10][C:9]([Cl:18])=[CH:8][C:3]=1[C:4]([OH:6])=[O:5], predict the reactants needed to synthesize it. The reactants are: [Cl:1][C:2]1[C:11]([C:12]2[N:16]([CH3:17])[N:15]=[CH:14][CH:13]=2)=[CH:10][C:9]([Cl:18])=[CH:8][C:3]=1[C:4]([O:6]C)=[O:5].[OH-].[Na+].